From a dataset of Experimentally validated miRNA-target interactions with 360,000+ pairs, plus equal number of negative samples. Binary Classification. Given a miRNA mature sequence and a target amino acid sequence, predict their likelihood of interaction. Result: 0 (no interaction). The protein sequence of the target gene is MAAPGALLVMGVSGSGKSTVGALLASELGWKFYDADDYHPEENRRKMGKGIPLNDQDRIPWLCNLHDILLRDVASGQRVVLACSALKKTYRDILTQGKDGVALKCEESGKEAKQAEMQLLVVHLSGSFEVISGRLLKREGHFMPPELLQSQFETLEPPAAPENFIQISVDKNVSEIIATIMETLKMK. The miRNA is mmu-miR-693-5p with sequence CAGCCACAUCCGAAAGUUUUC.